This data is from Forward reaction prediction with 1.9M reactions from USPTO patents (1976-2016). The task is: Predict the product of the given reaction. (1) Given the reactants Br[C:2]1[CH:3]=[C:4]2[C:9](=[N:10][C:11]=1[CH:12]([O:15][CH3:16])[O:13][CH3:14])[NH:8][CH2:7][CH2:6][CH2:5]2.[Li]C.[Li]CCCC.CN([CH:27]=[O:28])C.[NH4+].[Cl-], predict the reaction product. The product is: [CH3:14][O:13][CH:12]([O:15][CH3:16])[C:11]1[C:2]([CH:27]=[O:28])=[CH:3][C:4]2[CH2:5][CH2:6][CH2:7][NH:8][C:9]=2[N:10]=1. (2) Given the reactants [CH2:1]([NH:5][C:6]1[N:14]=[C:13]2[C:9]([N:10]=[C:11]([O:26][CH3:27])[N:12]2[CH2:15][CH2:16][CH2:17][CH:18]2CCO[C:20]([CH3:25])(C)[CH2:19]2)=[C:8]([NH2:28])[N:7]=1)[CH2:2][CH2:3][CH3:4].FC(F)(F)C(O)=O.C(NC1NC2C(N=C(OC)N=2)=C(N)N=1)CCC.BrCCCCC1CC[O:61][C:60]([CH3:65])([CH3:64])[CH2:59]1, predict the reaction product. The product is: [CH2:1]([NH:5][C:6]1[N:14]=[C:13]2[C:9]([N:10]=[C:11]([O:26][CH3:27])[N:12]2[CH2:15][CH2:16][CH2:17][CH2:18][CH:19]2[CH2:20][CH2:25][O:61][C:60]([CH3:65])([CH3:64])[CH2:59]2)=[C:8]([NH2:28])[N:7]=1)[CH2:2][CH2:3][CH3:4]. (3) Given the reactants F[C:2]1[CH:9]=[CH:8][C:5]([C:6]#[N:7])=[C:4]([C:10]([F:13])([F:12])[F:11])[CH:3]=1.[CH:14]1[C:23]2[C:18](=[CH:19][CH:20]=[CH:21][CH:22]=2)[CH:17]=[CH:16][C:15]=1[C@H:24]([NH2:26])[CH3:25].C([O-])([O-])=O.[Cs+].[Cs+].O, predict the reaction product. The product is: [CH:14]1[C:23]2[C:18](=[CH:19][CH:20]=[CH:21][CH:22]=2)[CH:17]=[CH:16][C:15]=1[C@H:24]([NH:26][C:2]1[CH:9]=[CH:8][C:5]([C:6]#[N:7])=[C:4]([C:10]([F:13])([F:12])[F:11])[CH:3]=1)[CH3:25]. (4) Given the reactants [N:1]1[C:10]2[C:5](=[CH:6][CH:7]=[CH:8][CH:9]=2)[CH:4]=[N:3][C:2]=1[NH:11][C@H:12]1[CH2:15][C@H:14]([NH:16][C:17]2[C:22]([NH2:23])=[CH:21][N:20]=[CH:19][N:18]=2)[CH2:13]1.C(N(CC)CC)C.[CH:31]1([C:34](Cl)=O)[CH2:33][CH2:32]1, predict the reaction product. The product is: [CH:31]1([C:34]2[N:16]([C@H:14]3[CH2:15][C@H:12]([NH:11][C:2]4[N:3]=[CH:4][C:5]5[C:10](=[CH:9][CH:8]=[CH:7][CH:6]=5)[N:1]=4)[CH2:13]3)[C:17]3[C:22]([N:23]=2)=[CH:21][N:20]=[CH:19][N:18]=3)[CH2:33][CH2:32]1. (5) Given the reactants [NH2:1][CH2:2][CH2:3][OH:4].C(O)C.[CH3:8][N:9]([CH3:43])[C:10]1[CH:15]=[CH:14][C:13]([CH2:16][CH2:17][O:18][C:19]2[CH:24]=[CH:23][C:22]([C:25]3[O:26][C:27](=[O:42])/[C:28](=[CH:30]/[C:31]4[CH:36]=[CH:35][C:34]([O:37][C:38]([F:41])([F:40])[F:39])=[CH:33][CH:32]=4)/[N:29]=3)=[CH:21][CH:20]=2)=[CH:12][CH:11]=1, predict the reaction product. The product is: [CH3:8][N:9]([CH3:43])[C:10]1[CH:11]=[CH:12][C:13]([CH2:16][CH2:17][O:18][C:19]2[CH:24]=[CH:23][C:22]([C:25]([NH:29]/[C:28](/[C:27]([NH:1][CH2:2][CH2:3][OH:4])=[O:42])=[CH:30]\[C:31]3[CH:32]=[CH:33][C:34]([O:37][C:38]([F:40])([F:39])[F:41])=[CH:35][CH:36]=3)=[O:26])=[CH:21][CH:20]=2)=[CH:14][CH:15]=1.